From a dataset of Reaction yield outcomes from USPTO patents with 853,638 reactions. Predict the reaction yield, written as a fraction of the theoretical maximum amount of product (1.0 means a 100% yield; for example, 0.34 means a 34% yield). (1) The reactants are [CH3:1][O:2][C:3](=[O:27])[NH:4][CH:5]([C:9]([N:11]1[CH2:15][CH2:14][CH2:13][CH:12]1[CH2:16][NH:17][C:18](=[O:26])[C:19]1[CH:24]=[CH:23][C:22](Br)=[CH:21][CH:20]=1)=[O:10])[CH:6]([CH3:8])[CH3:7].[CH3:28][O:29][C:30](=[O:63])[NH:31][CH:32]([C:36]([N:38]1[CH2:42][CH2:41][CH2:40][CH:39]1[C:43]1[NH:44][C:45]([C:48]2[CH:53]=[CH:52][C:51](B3OC(C)(C)C(C)(C)O3)=[CH:50][CH:49]=2)=[CH:46][N:47]=1)=[O:37])[CH:33]([CH3:35])[CH3:34].[O-]P([O-])([O-])=O.[K+].[K+].[K+].N#N. The catalyst is COCCOC.C1C=CC([P]([Pd]([P](C2C=CC=CC=2)(C2C=CC=CC=2)C2C=CC=CC=2)([P](C2C=CC=CC=2)(C2C=CC=CC=2)C2C=CC=CC=2)[P](C2C=CC=CC=2)(C2C=CC=CC=2)C2C=CC=CC=2)(C2C=CC=CC=2)C2C=CC=CC=2)=CC=1. The product is [CH3:1][O:2][C:3](=[O:27])[NH:4][CH:5]([C:9]([N:11]1[CH2:15][CH2:14][CH2:13][CH:12]1[CH2:16][NH:17][C:18]([C:19]1[CH:24]=[CH:23][C:22]([C:51]2[CH:52]=[CH:53][C:48]([C:45]3[NH:44][C:43]([CH:39]4[CH2:40][CH2:41][CH2:42][N:38]4[C:36](=[O:37])[CH:32]([NH:31][C:30]([O:29][CH3:28])=[O:63])[CH:33]([CH3:35])[CH3:34])=[N:47][CH:46]=3)=[CH:49][CH:50]=2)=[CH:21][CH:20]=1)=[O:26])=[O:10])[CH:6]([CH3:8])[CH3:7]. The yield is 0.150. (2) The reactants are [Cl:1][C:2]1[CH:7]=[CH:6][CH:5]=[CH:4][C:3]=1[NH:8][C:9]([C:11]1[C:20]([NH2:21])=[CH:19][C:18]2[C:13](=[CH:14][CH:15]=[CH:16][CH:17]=2)[CH:12]=1)=[O:10].[Cl:22][CH2:23][C:24](Cl)=O. The catalyst is C(O)(=O)C. The product is [Cl:22][CH2:23][C:24]1[N:8]([C:3]2[CH:4]=[CH:5][CH:6]=[CH:7][C:2]=2[Cl:1])[C:9](=[O:10])[C:11]2[C:20](=[CH:19][C:18]3[CH:17]=[CH:16][CH:15]=[CH:14][C:13]=3[CH:12]=2)[N:21]=1. The yield is 0.390. (3) The reactants are CCN=C=NCCCN(C)C.[CH2:12]([N:14]1[C:18]([C:19]2[CH:20]=[C:21]([C:32](O)=[O:33])[CH:22]=[C:23]([C:25]3[CH:30]=[CH:29][C:28]([CH3:31])=[CH:27][CH:26]=3)[CH:24]=2)=[N:17][N:16]=[N:15]1)[CH3:13].C1C=CC2N(O)N=NC=2C=1.CN1C(=O)CCC1.[CH3:52][O:53][CH2:54][CH:55]([NH2:57])[CH3:56]. The catalyst is C(Cl)Cl. The product is [CH3:52][O:53][CH2:54][CH:55]([NH:57][C:32]([C:21]1[CH:22]=[C:23]([C:25]2[CH:26]=[CH:27][C:28]([CH3:31])=[CH:29][CH:30]=2)[CH:24]=[C:19]([C:18]2[N:14]([CH2:12][CH3:13])[N:15]=[N:16][N:17]=2)[CH:20]=1)=[O:33])[CH3:56]. The yield is 0.460. (4) The yield is 0.426. The product is [O:15]1[CH2:16][CH2:17][N:12]([C:2]2[C:6]3[C:7](=[O:11])[NH:8][CH:9]=[CH:10][C:5]=3[S:4][CH:3]=2)[CH2:13][CH2:14]1. No catalyst specified. The reactants are Br[C:2]1[C:6]2[C:7](=[O:11])[NH:8][CH:9]=[CH:10][C:5]=2[S:4][CH:3]=1.[NH:12]1[CH2:17][CH2:16][O:15][CH2:14][CH2:13]1. (5) The reactants are [Cl:1][C:2]1[CH:7]=[CH:6][CH:5]=[CH:4][C:3]=1[C:8](=[O:10])[CH3:9].B(Cl)([C@@H]1[C@@H](C)[C@H]2C(C)(C)[C@@H](C2)C1)[C@@H]1[C@@H](C)[C@@H]2C(C)(C)[C@@H](C2)C1. No catalyst specified. The product is [Cl:1][C:2]1[CH:7]=[CH:6][CH:5]=[CH:4][C:3]=1[C@H:8]([OH:10])[CH3:9]. The yield is 0.720.